Dataset: Peptide-MHC class I binding affinity with 185,985 pairs from IEDB/IMGT. Task: Regression. Given a peptide amino acid sequence and an MHC pseudo amino acid sequence, predict their binding affinity value. This is MHC class I binding data. (1) The peptide sequence is KQIMECSRML. The MHC is HLA-A02:06 with pseudo-sequence HLA-A02:06. The binding affinity (normalized) is 0.622. (2) The peptide sequence is MHMVAGHDA. The MHC is HLA-A02:01 with pseudo-sequence HLA-A02:01. The binding affinity (normalized) is 0. (3) The peptide sequence is FTMRLLSPV. The MHC is HLA-C14:02 with pseudo-sequence HLA-C14:02. The binding affinity (normalized) is 0.575. (4) The peptide sequence is RTRFFCIPK. The MHC is HLA-A03:01 with pseudo-sequence HLA-A03:01. The binding affinity (normalized) is 0.693. (5) The peptide sequence is GLESIEQNL. The MHC is HLA-A02:06 with pseudo-sequence HLA-A02:06. The binding affinity (normalized) is 0. (6) The peptide sequence is LVGNTLTTC. The MHC is HLA-A02:01 with pseudo-sequence HLA-A02:01. The binding affinity (normalized) is 0.0847. (7) The peptide sequence is IAVLYCVHQR. The MHC is HLA-B08:03 with pseudo-sequence HLA-B08:03. The binding affinity (normalized) is 0.0847. (8) The peptide sequence is RPMTFKAAV. The MHC is HLA-B27:05 with pseudo-sequence HLA-B27:05. The binding affinity (normalized) is 0. (9) The peptide sequence is KRSTPFYTK. The MHC is HLA-A11:01 with pseudo-sequence HLA-A11:01. The binding affinity (normalized) is 0.0847.